Dataset: Blood-brain barrier penetration binary classification data from Martins et al.. Task: Regression/Classification. Given a drug SMILES string, predict its absorption, distribution, metabolism, or excretion properties. Task type varies by dataset: regression for continuous measurements (e.g., permeability, clearance, half-life) or binary classification for categorical outcomes (e.g., BBB penetration, CYP inhibition). Dataset: bbb_martins. (1) The compound is CN1c2ccccc2C(NCCCCCCC(=O)O)c2ccc(Cl)cc2S1(=O)=O. The result is 1 (penetrates BBB). (2) The compound is O=C1CN=C(c2ccccn2)c2cc(Br)ccc2N1. The result is 1 (penetrates BBB).